Dataset: Reaction yield outcomes from USPTO patents with 853,638 reactions. Task: Predict the reaction yield, written as a fraction of the theoretical maximum amount of product (1.0 means a 100% yield; for example, 0.34 means a 34% yield). (1) The reactants are [N:1]1[CH:2]=[CH:3][N:4]2[C:9]=1[CH:8]=[CH:7][C:6]([S:10][C:11]1[CH:19]=[CH:18][CH:17]=[CH:16][C:12]=1[C:13]([OH:15])=O)=[N:5]2.[NH2:20][C:21]1[CH:26]=[CH:25][CH:24]=[CH:23][CH:22]=1.O.ON1C2C=CC=CC=2N=N1.Cl.CN(C)CCCN=C=NCC.C(N(CC)CC)C.[OH-].[Na+]. The catalyst is CN(C)C=O. The product is [N:1]1[CH:2]=[CH:3][N:4]2[C:9]=1[CH:8]=[CH:7][C:6]([S:10][C:11]1[CH:19]=[CH:18][CH:17]=[CH:16][C:12]=1[C:13]([NH:20][C:21]1[CH:26]=[CH:25][CH:24]=[CH:23][CH:22]=1)=[O:15])=[N:5]2. The yield is 0.790. (2) The reactants are [CH3:1][C:2]1[N:10]=[C:9]([C:11]([F:14])([F:13])[F:12])[CH:8]=[CH:7][C:3]=1[C:4]([OH:6])=O.Cl.CN(C)CCCN=C=NCC.ON1C2N=CC=CC=2N=N1.[NH2:37][C:38]1[CH:39]=[CH:40][C:41]([Cl:48])=[C:42]([CH:47]=1)[C:43]([O:45][CH3:46])=[O:44]. The catalyst is CN(C)C=O.O. The product is [CH3:46][O:45][C:43](=[O:44])[C:42]1[CH:47]=[C:38]([NH:37][C:4]([C:3]2[C:2]([CH3:1])=[N:10][C:9]([C:11]([F:14])([F:13])[F:12])=[CH:8][CH:7]=2)=[O:6])[CH:39]=[CH:40][C:41]=1[Cl:48]. The yield is 0.940. (3) The reactants are [NH2:1][CH2:2][C@H:3]1[CH2:8][CH2:7][C@H:6]([NH:9]C(=O)OC(C)(C)C)[CH2:5][CH2:4]1.C(N(CC)CC)C.Cl[C:25]([O:27][CH2:28][C:29]1[CH:34]=[CH:33][CH:32]=[CH:31][CH:30]=1)=[O:26]. The catalyst is C(Cl)Cl. The product is [NH2:9][C@H:6]1[CH2:5][CH2:4][C@H:3]([CH2:2][NH:1][C:25](=[O:26])[O:27][CH2:28][C:29]2[CH:34]=[CH:33][CH:32]=[CH:31][CH:30]=2)[CH2:8][CH2:7]1. The yield is 0.780.